Dataset: Full USPTO retrosynthesis dataset with 1.9M reactions from patents (1976-2016). Task: Predict the reactants needed to synthesize the given product. (1) Given the product [Cl:45][C:12]1[C:13]([O:43][CH3:44])=[CH:14][CH:15]=[C:16]2[C:11]=1[N:10]=[C:9]([C:6]1[S:7][CH:8]=[C:4]([CH:1]([CH3:3])[CH3:2])[N:5]=1)[CH:18]=[C:17]2[O:19][CH2:20][CH2:21][C@@H:22]1[NH:36][C:35](=[O:37])[N:34]([CH3:38])[CH2:33][CH2:32][CH2:31][CH2:30][CH:29]=[CH:28][C@H:27]2[C@@:25]([C:39]([NH:55][S:52]([N:46]3[CH2:51][CH2:50][O:49][CH2:48][CH2:47]3)(=[O:54])=[O:53])=[O:41])([CH2:26]2)[NH:24][C:23]1=[O:42], predict the reactants needed to synthesize it. The reactants are: [CH:1]([C:4]1[N:5]=[C:6]([C:9]2[CH:18]=[C:17]([O:19][CH2:20][CH2:21][C@@H:22]3[NH:36][C:35](=[O:37])[N:34]([CH3:38])[CH2:33][CH2:32][CH2:31][CH2:30][CH:29]=[CH:28][C@H:27]4[C@@:25]([C:39]([OH:41])=O)([CH2:26]4)[NH:24][C:23]3=[O:42])[C:16]3[C:11](=[C:12]([Cl:45])[C:13]([O:43][CH3:44])=[CH:14][CH:15]=3)[N:10]=2)[S:7][CH:8]=1)([CH3:3])[CH3:2].[N:46]1([S:52]([NH2:55])(=[O:54])=[O:53])[CH2:51][CH2:50][O:49][CH2:48][CH2:47]1. (2) Given the product [Br:25][C:18]1[C:19]2[C:24](=[CH:23][CH:22]=[CH:21][CH:20]=2)[C:15]([C:3]2[CH:2]=[CH:1][C:10]3[C:5](=[CH:6][CH:7]=[CH:8][CH:9]=3)[CH:4]=2)=[CH:16][CH:17]=1, predict the reactants needed to synthesize it. The reactants are: [CH:1]1[C:10]2[C:5](=[CH:6][CH:7]=[CH:8][CH:9]=2)[CH:4]=[CH:3][C:2]=1B(O)O.Br[C:15]1[C:24]2[C:19](=[CH:20][CH:21]=[CH:22][CH:23]=2)[C:18]([Br:25])=[CH:17][CH:16]=1.C1(C)C=CC=CC=1.C(=O)([O-])[O-].[Na+].[Na+]. (3) Given the product [CH2:44]([N:41]1[CH2:42][CH2:43][N:38]([C:36]([C@H:34]2[CH2:35][C@@H:32]([NH:31][C:30]([C@:14]34[CH2:26][CH2:25][C@@H:24]([C:27]([CH3:29])=[CH2:28])[C@@H:15]3[C@@H:16]3[C@@:11]([CH3:49])([CH2:12][CH2:13]4)[C@@:10]4([CH3:50])[C@@H:19]([C@:20]5([CH3:23])[C@@H:7]([CH2:8][CH2:9]4)[C:6]([CH3:51])([CH3:52])[C@@H:5]([OH:4])[CH2:22][CH2:21]5)[CH2:18][CH2:17]3)=[O:48])[C:33]2([CH3:46])[CH3:47])=[O:37])[CH2:39][CH2:40]1)[CH3:45], predict the reactants needed to synthesize it. The reactants are: C([O:4][C@H:5]1[CH2:22][CH2:21][C@@:20]2([CH3:23])[C@@H:7]([CH2:8][CH2:9][C@:10]3([CH3:50])[C@@H:19]2[CH2:18][CH2:17][C@H:16]2[C@@:11]3([CH3:49])[CH2:12][CH2:13][C@@:14]3([C:30](=[O:48])[NH:31][C@@H:32]4[CH2:35][C@H:34]([C:36]([N:38]5[CH2:43][CH2:42][N:41]([CH2:44][CH3:45])[CH2:40][CH2:39]5)=[O:37])[C:33]4([CH3:47])[CH3:46])[CH2:26][CH2:25][C@@H:24]([C:27]([CH3:29])=[CH2:28])[C@@H:15]32)[C:6]1([CH3:52])[CH3:51])(=O)C.[OH-].[Na+]. (4) Given the product [CH2:1]([N:3]1[C:8](=[O:9])[C:7]2[C:10]([CH3:18])=[C:11]([C:13]([OH:15])=[O:14])[S:12][C:6]=2[NH:5][C:4]1=[O:19])[CH3:2], predict the reactants needed to synthesize it. The reactants are: [CH2:1]([N:3]1[C:8](=[O:9])[C:7]2[C:10]([CH3:18])=[C:11]([C:13]([O:15]CC)=[O:14])[S:12][C:6]=2[NH:5][C:4]1=[O:19])[CH3:2].[OH-].[K+].